From a dataset of Full USPTO retrosynthesis dataset with 1.9M reactions from patents (1976-2016). Predict the reactants needed to synthesize the given product. (1) Given the product [CH3:1][O:2][C:3]1[CH:8]=[C:7]([CH:6]=[CH:5][C:4]=1[C:12]1[O:16][N:15]=[C:14]([CH3:17])[CH:13]=1)[NH2:9], predict the reactants needed to synthesize it. The reactants are: [CH3:1][O:2][C:3]1[CH:8]=[C:7]([N+:9]([O-])=O)[CH:6]=[CH:5][C:4]=1[C:12]1[O:16][N:15]=[C:14]([CH3:17])[CH:13]=1.[Sn](Cl)Cl.Cl.CO. (2) Given the product [C:4]1(=[O:6])[O:8][C:1](=[O:7])[CH:2]=[CH:3]1.[CH2:1]=[CH:2][CH3:3].[CH2:1]=[CH2:2], predict the reactants needed to synthesize it. The reactants are: [C:1]([OH:8])(=[O:7])/[CH:2]=[CH:3]\[C:4]([OH:6])=O.